Dataset: Reaction yield outcomes from USPTO patents with 853,638 reactions. Task: Predict the reaction yield, written as a fraction of the theoretical maximum amount of product (1.0 means a 100% yield; for example, 0.34 means a 34% yield). (1) The reactants are C[O:2][C:3]1[CH:16]=[CH:15][CH:14]=[C:13]2[C:4]=1[CH:5]([CH3:28])[N:6]([S:17]([C:20]1[CH:25]=[CH:24][C:23]([O:26]C)=[CH:22][CH:21]=1)(=[O:19])=[O:18])[C:7]1[CH:8]=[CH:9][CH:10]=[CH:11][C:12]=12.B(Cl)(Cl)Cl.ClCCl. The catalyst is [I-].C([N+](CCCC)(CCCC)CCCC)CCC. The product is [OH:26][C:23]1[CH:24]=[CH:25][C:20]([S:17]([N:6]2[CH:5]([CH3:28])[C:4]3[C:3]([OH:2])=[CH:16][CH:15]=[CH:14][C:13]=3[C:12]3[CH:11]=[CH:10][CH:9]=[CH:8][C:7]2=3)(=[O:19])=[O:18])=[CH:21][CH:22]=1. The yield is 0.610. (2) The catalyst is C1COCC1.ClCCl.CCN(CC)CC. The yield is 0.440. The reactants are [Cl:1][C:2]1[CH:10]=[N:9][CH:8]=[C:7]([Cl:11])[C:3]=1[C:4](Cl)=[O:5].[NH:12]1[C:16]2[CH:17]=[CH:18][CH:19]=[CH:20][C:15]=2[N:14]=[C:13]1[CH2:21][N:22]([CH:26]1[C:35]2[N:34]=[CH:33][CH:32]=[CH:31][C:30]=2[CH2:29][CH2:28][CH2:27]1)[CH2:23][CH2:24][NH2:25]. The product is [NH:12]1[C:16]2[CH:17]=[CH:18][CH:19]=[CH:20][C:15]=2[N:14]=[C:13]1[CH2:21][N:22]([CH:26]1[C:35]2[N:34]=[CH:33][CH:32]=[CH:31][C:30]=2[CH2:29][CH2:28][CH2:27]1)[CH2:23][CH2:24][NH:25][C:4](=[O:5])[C:3]1[C:2]([Cl:1])=[CH:10][N:9]=[CH:8][C:7]=1[Cl:11].